Predict the reaction yield, written as a fraction of the theoretical maximum amount of product (1.0 means a 100% yield; for example, 0.34 means a 34% yield). From a dataset of Reaction yield outcomes from USPTO patents with 853,638 reactions. (1) The reactants are C(OC(=O)[NH:10][CH2:11][CH2:12][CH2:13][CH2:14][C:15]1[CH:20]=[CH:19][C:18]([O:21][CH2:22][CH2:23][CH2:24][C:25]2[NH:29][N:28]=[N:27][N:26]=2)=[CH:17][CH:16]=1)C1C=CC=CC=1. The catalyst is CO.ClCCl.[Pd]. The product is [NH:29]1[C:25]([CH2:24][CH2:23][CH2:22][O:21][C:18]2[CH:19]=[CH:20][C:15]([CH2:14][CH2:13][CH2:12][CH2:11][NH2:10])=[CH:16][CH:17]=2)=[N:26][N:27]=[N:28]1. The yield is 0.990. (2) The reactants are [ClH:1].[CH3:2][C:3]([CH3:16])([NH2:15])[CH2:4][C:5]1[CH:6]=[C:7]2[C:12](=[CH:13][CH:14]=1)[CH:11]=[CH:10][CH:9]=[CH:8]2. The catalyst is C(O)(=O)C.O=[Pt]=O. The product is [ClH:1].[CH3:2][C:3]([CH3:16])([NH2:15])[CH2:4][C:5]1[CH:6]=[C:7]2[C:12](=[CH:13][CH:14]=1)[CH2:11][CH2:10][CH2:9][CH2:8]2. The yield is 0.850. (3) The catalyst is CO.[Ni]. The yield is 0.870. The reactants are [F:1][C:2]1[CH:7]=[CH:6][CH:5]=[C:4]([O:8][C:9]2[CH:14]=[CH:13][C:12]([N+:15]([O-])=O)=[CH:11][CH:10]=2)[C:3]=1[F:18].O.NN. The product is [F:18][C:3]1[C:2]([F:1])=[CH:7][CH:6]=[CH:5][C:4]=1[O:8][C:9]1[CH:10]=[CH:11][C:12]([NH2:15])=[CH:13][CH:14]=1. (4) The reactants are [CH:1]1([NH:6][C:7]2[C:8]3[N:9]([C:13]([C:24]4[CH:29]=[CH:28][N:27]=[C:26]([NH:30][CH:31]5[CH2:35][CH2:34][CH2:33][CH2:32]5)[N:25]=4)=[C:14]([C:16]4[CH:21]=[CH:20][CH:19]=[C:18]([O:22]C)[CH:17]=4)[N:15]=3)[CH:10]=[CH:11][CH:12]=2)[CH2:5][CH2:4][CH2:3][CH2:2]1.B(Br)(Br)Br. The catalyst is ClCCl. The product is [CH:1]1([NH:6][C:7]2[C:8]3[N:9]([C:13]([C:24]4[CH:29]=[CH:28][N:27]=[C:26]([NH:30][CH:31]5[CH2:35][CH2:34][CH2:33][CH2:32]5)[N:25]=4)=[C:14]([C:16]4[CH:17]=[C:18]([OH:22])[CH:19]=[CH:20][CH:21]=4)[N:15]=3)[CH:10]=[CH:11][CH:12]=2)[CH2:5][CH2:4][CH2:3][CH2:2]1. The yield is 0.730. (5) The reactants are [N+:1]([C:4]1[CH:5]=[CH:6][C:7]2[C:11]3[CH:12]=[CH:13][CH:14]=[CH:15][C:10]=3[O:9][C:8]=2[CH:16]=1)([O-:3])=[O:2].Cl[S:18]([OH:21])(=[O:20])=[O:19]. The catalyst is C(Cl)(Cl)Cl. The product is [N+:1]([C:4]1[CH:5]=[CH:6][C:7]2[C:11]3[CH:12]=[C:13]([S:18]([OH:21])(=[O:20])=[O:19])[CH:14]=[CH:15][C:10]=3[O:9][C:8]=2[CH:16]=1)([O-:3])=[O:2]. The yield is 0.810. (6) The reactants are S(Cl)(Cl)=O.[Br:5][C:6]1[CH:11]=[CH:10][C:9]([CH2:12][CH2:13][C:14]([OH:16])=O)=[CH:8][CH:7]=1.[Cl-].[Al+3].[Cl-].[Cl-]. The catalyst is ClCCl. The product is [Br:5][C:6]1[CH:7]=[C:8]2[C:9]([CH2:12][CH2:13][C:14]2=[O:16])=[CH:10][CH:11]=1. The yield is 0.970. (7) The reactants are [CH3:1][O:2][C:3]1[C:12]2[C:7](=[CH:8][CH:9]=[CH:10][CH:11]=2)[C:6]([NH:13][S:14]([C:17]2S[CH:19]=[CH:20][CH:21]=2)(=[O:16])=[O:15])=[CH:5][C:4]=1[S:22][CH2:23][C:24]([O:26][CH3:27])=[O:25].[Cl:28][C:29]1C=CC(CS(Cl)(=O)=O)=[CH:31][CH:30]=1. No catalyst specified. The product is [Cl:28][C:29]1[CH:19]=[CH:20][C:21]([CH2:17][S:14]([NH:13][C:6]2[C:7]3[C:12](=[CH:11][CH:10]=[CH:9][CH:8]=3)[C:3]([O:2][CH3:1])=[C:4]([S:22][CH2:23][C:24]([O:26][CH3:27])=[O:25])[CH:5]=2)(=[O:15])=[O:16])=[CH:31][CH:30]=1. The yield is 0.410. (8) The product is [S:13]1[C:8]2=[N:9][CH:10]=[CH:11][CH:12]=[C:7]2[CH:6]=[C:5]1[C:3]([OH:4])=[O:2]. The yield is 0.780. The catalyst is CO.O. The reactants are C[O:2][C:3]([C:5]1[S:13][C:8]2=[N:9][CH:10]=[CH:11][CH:12]=[C:7]2[CH:6]=1)=[O:4].[OH-].[Na+].